From a dataset of Forward reaction prediction with 1.9M reactions from USPTO patents (1976-2016). Predict the product of the given reaction. Given the reactants Br[C:2]1[CH:7]=[C:6]([O:8][CH3:9])[CH:5]=[CH:4][C:3]=1[N+:10]([O-:12])=[O:11].[CH2:13]([CH2:15][NH2:16])[OH:14], predict the reaction product. The product is: [CH3:9][O:8][C:6]1[CH:5]=[CH:4][C:3]([N+:10]([O-:12])=[O:11])=[C:2]([NH:16][CH2:15][CH2:13][OH:14])[CH:7]=1.